The task is: Predict the reactants needed to synthesize the given product.. This data is from Full USPTO retrosynthesis dataset with 1.9M reactions from patents (1976-2016). (1) Given the product [Br:22][CH2:2][CH2:3][O:4][CH2:5][C:6]([NH:8][C@H:9]1[CH2:13][CH2:12][N:11]([C:14]([O:16][C:17]([CH3:20])([CH3:19])[CH3:18])=[O:15])[CH2:10]1)=[O:7], predict the reactants needed to synthesize it. The reactants are: O[CH2:2][CH2:3][O:4][CH2:5][C:6]([NH:8][C@H:9]1[CH2:13][CH2:12][N:11]([C:14]([O:16][C:17]([CH3:20])([CH3:19])[CH3:18])=[O:15])[CH2:10]1)=[O:7].C(Br)(Br)(Br)[Br:22]. (2) Given the product [N:11]1([C:2]2[N:7]=[CH:6][C:5]([C:8](=[O:10])[CH3:9])=[CH:4][CH:3]=2)[CH2:16][CH2:15][O:14][CH2:13][CH2:12]1, predict the reactants needed to synthesize it. The reactants are: Cl[C:2]1[N:7]=[CH:6][C:5]([C:8](=[O:10])[CH3:9])=[CH:4][CH:3]=1.[NH:11]1[CH2:16][CH2:15][O:14][CH2:13][CH2:12]1. (3) The reactants are: [OH-].[Na+].[Br:3][C:4]1[CH:13]=[CH:12][C:7]([C:8]([O:10]C)=[O:9])=[CH:6][CH:5]=1. Given the product [Br:3][C:4]1[CH:13]=[CH:12][C:7]([C:8]([OH:10])=[O:9])=[CH:6][CH:5]=1, predict the reactants needed to synthesize it. (4) Given the product [CH3:1][C:2]1([CH3:32])[O:6][CH:5]([CH2:7][N:8]([C:25]2[CH:30]=[CH:29][C:28]([NH:31][C:40]([NH:39][C:33]3[CH:38]=[CH:37][CH:36]=[CH:35][CH:34]=3)=[O:41])=[CH:27][CH:26]=2)[S:9]([C:12]2[CH:13]=[C:14]([C:18]3[CH:23]=[CH:22][C:21]([F:24])=[CH:20][CH:19]=3)[CH:15]=[CH:16][CH:17]=2)(=[O:10])=[O:11])[CH2:4][O:3]1, predict the reactants needed to synthesize it. The reactants are: [CH3:1][C:2]1([CH3:32])[O:6][CH:5]([CH2:7][N:8]([C:25]2[CH:30]=[CH:29][C:28]([NH2:31])=[CH:27][CH:26]=2)[S:9]([C:12]2[CH:13]=[C:14]([C:18]3[CH:23]=[CH:22][C:21]([F:24])=[CH:20][CH:19]=3)[CH:15]=[CH:16][CH:17]=2)(=[O:11])=[O:10])[CH2:4][O:3]1.[C:33]1([N:39]=[C:40]=[O:41])[CH:38]=[CH:37][CH:36]=[CH:35][CH:34]=1. (5) Given the product [F:22][C:20]1[CH:21]=[C:16]([C:7]2[CH:8]=[C:9]3[C:4](=[CH:5][CH:6]=2)[NH:3][C:2](=[O:1])[CH2:11][CH2:10]3)[CH:17]=[C:18]([F:27])[C:19]=1[C:23]([F:24])([F:25])[F:26], predict the reactants needed to synthesize it. The reactants are: [O:1]=[C:2]1[CH2:11][CH2:10][C:9]2[C:4](=[CH:5][CH:6]=[C:7](B(O)O)[CH:8]=2)[NH:3]1.Br[C:16]1[CH:17]=[C:18]([F:27])[C:19]([C:23]([F:26])([F:25])[F:24])=[C:20]([F:22])[CH:21]=1.O.